The task is: Predict the product of the given reaction.. This data is from Forward reaction prediction with 1.9M reactions from USPTO patents (1976-2016). (1) Given the reactants [OH:1][CH2:2][CH2:3][CH2:4][O:5][C:6]1[CH:11]=[CH:10][C:9]([CH2:12][C@H:13]([O:17][CH3:18])[C:14]([OH:16])=[O:15])=[CH:8][CH:7]=1.[F:19][C:20]1[CH:21]=[C:22](O)[CH:23]=[C:24]([F:26])[CH:25]=1, predict the reaction product. The product is: [F:19][C:20]1[CH:21]=[C:22]([CH:23]=[C:24]([F:26])[CH:25]=1)[O:1][CH2:2][CH2:3][CH2:4][O:5][C:6]1[CH:11]=[CH:10][C:9]([CH2:12][C@H:13]([O:17][CH3:18])[C:14]([OH:16])=[O:15])=[CH:8][CH:7]=1. (2) Given the reactants C(OC(=O)[NH:7][C:8]1[CH:16]=[C:15]2[C:11]([C:12]([S:24][C:25]3[CH:30]=[CH:29][CH:28]=[CH:27][C:26]=3[N+:31]([O-:33])=[O:32])=[CH:13][N:14]2[CH2:17][C:18]2[CH:19]=[N:20][CH:21]=[CH:22][CH:23]=2)=[CH:10][CH:9]=1)(C)(C)C, predict the reaction product. The product is: [N+:31]([C:26]1[CH:27]=[CH:28][CH:29]=[CH:30][C:25]=1[S:24][C:12]1[C:11]2[C:15](=[CH:16][C:8]([NH2:7])=[CH:9][CH:10]=2)[N:14]([CH2:17][C:18]2[CH:19]=[N:20][CH:21]=[CH:22][CH:23]=2)[CH:13]=1)([O-:33])=[O:32]. (3) The product is: [CH2:7]([C:14]1[CH:19]=[CH:18][CH:17]=[CH:16][C:15]=1[C:20]1[N:21]=[N:22][C:23]([C:26]2[CH:27]=[C:28]([CH3:32])[CH:29]=[CH:30][CH:31]=2)=[N:24][N:25]=1)[C:8]1[CH:9]=[CH:10][CH:11]=[CH:12][CH:13]=1. Given the reactants N([O-])=O.[Na+].O.Cl.[CH2:7]([C:14]1[CH:19]=[CH:18][CH:17]=[CH:16][C:15]=1[C:20]1[NH:21][NH:22][C:23]([C:26]2[CH:27]=[C:28]([CH3:32])[CH:29]=[CH:30][CH:31]=2)=[N:24][N:25]=1)[C:8]1[CH:13]=[CH:12][CH:11]=[CH:10][CH:9]=1, predict the reaction product.